The task is: Predict which catalyst facilitates the given reaction.. This data is from Catalyst prediction with 721,799 reactions and 888 catalyst types from USPTO. (1) Reactant: [Br:1][C:2]1[CH:9]=[CH:8][C:5]([CH:6]=[O:7])=[C:4]([OH:10])[CH:3]=1.[C:11](=O)([O-])[O-].[K+].[K+].COS(OC)(=O)=O. Product: [Br:1][C:2]1[CH:9]=[CH:8][C:5]([CH:6]=[O:7])=[C:4]([O:10][CH3:11])[CH:3]=1. The catalyst class is: 21. (2) Reactant: FC(F)(F)C(O)=O.[NH2:8][C@H:9]1[CH2:13][C@@H:12]([N:14]2[CH:22]=[N:21][C:20]3[C:15]2=[N:16][C:17]([Cl:38])=[N:18][C:19]=3[NH:23][CH2:24][CH:25]([C:32]2[CH:37]=[CH:36][CH:35]=[CH:34][CH:33]=2)[C:26]2[CH:31]=[CH:30][CH:29]=[CH:28][CH:27]=2)[C@H:11]([OH:39])[C@@H:10]1[OH:40].C(N(C(C)C)CC)(C)C.[C:50](Cl)(=[O:53])[CH2:51][CH3:52]. Product: [Cl:38][C:17]1[N:16]=[C:15]2[C:20]([N:21]=[CH:22][N:14]2[C@@H:12]2[CH2:13][C@H:9]([NH:8][C:50](=[O:53])[CH2:51][CH3:52])[C@@H:10]([OH:40])[C@H:11]2[OH:39])=[C:19]([NH:23][CH2:24][CH:25]([C:32]2[CH:33]=[CH:34][CH:35]=[CH:36][CH:37]=2)[C:26]2[CH:31]=[CH:30][CH:29]=[CH:28][CH:27]=2)[N:18]=1. The catalyst class is: 1. (3) Reactant: [CH2:1]([C:3]1[N:8]=[C:7]([NH2:9])[CH:6]=[CH:5][CH:4]=1)[CH3:2].C1C(=O)N([Br:17])C(=O)C1. Product: [Br:17][C:4]1[CH:5]=[CH:6][C:7]([NH2:9])=[N:8][C:3]=1[CH2:1][CH3:2]. The catalyst class is: 22. (4) The catalyst class is: 7. Product: [CH3:1][C:2]1[O:3][C:4]2[C:10]3=[C:11]([S:17][CH3:18])[S:12][C:13]([C:14]([NH2:26])=[O:15])=[C:9]3[CH2:8][CH2:7][C:5]=2[N:6]=1. Reactant: [CH3:1][C:2]1[O:3][C:4]2[C:10]3=[C:11]([S:17][CH3:18])[S:12][C:13]([C:14](O)=[O:15])=[C:9]3[CH2:8][CH2:7][C:5]=2[N:6]=1.C(Cl)(=O)C(Cl)=O.C[N:26](C)C=O. (5) Reactant: P([O-])([O-])([O-])=O.[K+].[K+].[K+].Cl[C:10]1[CH:11]=[CH:12][C:13]2[N:19]3[CH2:20][C@H:16]([CH2:17][CH2:18]3)[N:15]([C:21]([NH:23][C:24]3[CH:29]=[N:28][CH:27]=[CH:26][N:25]=3)=[O:22])[C:14]=2[N:30]=1.[CH3:31][C:32]1[O:33][C:34](B2OC(C)(C)C(C)(C)O2)=[CH:35][N:36]=1.CC(C1C=C(C(C)C)C(C2C=CC=CC=2P(C2CCCCC2)C2CCCCC2)=C(C(C)C)C=1)C. Product: [CH3:31][C:32]1[O:33][C:34]([C:10]2[CH:11]=[CH:12][C:13]3[N:19]4[CH2:20][C@H:16]([CH2:17][CH2:18]4)[N:15]([C:21]([NH:23][C:24]4[CH:29]=[N:28][CH:27]=[CH:26][N:25]=4)=[O:22])[C:14]=3[N:30]=2)=[CH:35][N:36]=1. The catalyst class is: 488. (6) Reactant: Cl[C:2]1[N:7]=[CH:6][C:5]([CH2:8][C:9]([OH:11])=[O:10])=[CH:4][CH:3]=1.[CH3:12][CH2:13][O-:14].[Na+].[H-].[Na+]. Product: [CH2:13]([O:14][C:2]1[N:7]=[CH:6][C:5]([CH2:8][C:9]([OH:11])=[O:10])=[CH:4][CH:3]=1)[CH3:12]. The catalyst class is: 14.